Dataset: NCI-60 drug combinations with 297,098 pairs across 59 cell lines. Task: Regression. Given two drug SMILES strings and cell line genomic features, predict the synergy score measuring deviation from expected non-interaction effect. (1) Drug 1: CN(C)C1=NC(=NC(=N1)N(C)C)N(C)C. Drug 2: C(=O)(N)NO. Synergy scores: CSS=-3.59, Synergy_ZIP=-0.823, Synergy_Bliss=-1.76, Synergy_Loewe=-9.61, Synergy_HSA=-6.22. Cell line: SW-620. (2) Drug 1: CC=C1C(=O)NC(C(=O)OC2CC(=O)NC(C(=O)NC(CSSCCC=C2)C(=O)N1)C(C)C)C(C)C. Drug 2: C1CN1C2=NC(=NC(=N2)N3CC3)N4CC4. Cell line: HT29. Synergy scores: CSS=45.2, Synergy_ZIP=-1.34, Synergy_Bliss=2.39, Synergy_Loewe=-19.4, Synergy_HSA=1.01. (3) Drug 1: C1=CC=C(C(=C1)C(C2=CC=C(C=C2)Cl)C(Cl)Cl)Cl. Drug 2: C#CCC(CC1=CN=C2C(=N1)C(=NC(=N2)N)N)C3=CC=C(C=C3)C(=O)NC(CCC(=O)O)C(=O)O. Cell line: OVCAR-5. Synergy scores: CSS=3.32, Synergy_ZIP=-1.37, Synergy_Bliss=-0.371, Synergy_Loewe=0.374, Synergy_HSA=-1.26. (4) Drug 1: CN1C2=C(C=C(C=C2)N(CCCl)CCCl)N=C1CCCC(=O)O.Cl. Drug 2: CN(C(=O)NC(C=O)C(C(C(CO)O)O)O)N=O. Cell line: HOP-92. Synergy scores: CSS=1.60, Synergy_ZIP=-0.263, Synergy_Bliss=1.32, Synergy_Loewe=0.348, Synergy_HSA=-0.150. (5) Drug 1: C1=C(C(=O)NC(=O)N1)F. Drug 2: C1C(C(OC1N2C=NC3=C2NC=NCC3O)CO)O. Cell line: U251. Synergy scores: CSS=39.7, Synergy_ZIP=-6.64, Synergy_Bliss=-10.6, Synergy_Loewe=-9.71, Synergy_HSA=-8.87.